Dataset: Full USPTO retrosynthesis dataset with 1.9M reactions from patents (1976-2016). Task: Predict the reactants needed to synthesize the given product. (1) Given the product [Cl:9][CH2:10][CH2:11][CH2:12][CH2:13][NH:14][C:15]1[C:16]([CH3:32])=[C:17]([CH3:31])[N:18]=[C:19]([O:24][C:25]2[CH:26]=[CH:27][CH:28]=[CH:29][CH:30]=2)[C:20]=1[NH2:21], predict the reactants needed to synthesize it. The reactants are: S(S([O-])=O)([O-])=O.[Na+].[Na+].[Cl:9][CH2:10][CH2:11][CH2:12][CH2:13][NH:14][C:15]1[C:20]([N+:21]([O-])=O)=[C:19]([O:24][C:25]2[CH:30]=[CH:29][CH:28]=[CH:27][CH:26]=2)[N:18]=[C:17]([CH3:31])[C:16]=1[CH3:32].C(O)C. (2) Given the product [CH2:1]([O:3][C:4]([C:6]1[C:10]2[CH:11]=[CH:12][C:13]([O:15][CH2:17][CH3:18])=[CH:14][C:9]=2[O:8][CH:7]=1)=[O:5])[CH3:2], predict the reactants needed to synthesize it. The reactants are: [CH2:1]([O:3][C:4]([C:6]1[C:10]2[CH:11]=[CH:12][C:13]([OH:15])=[CH:14][C:9]=2[O:8][CH:7]=1)=[O:5])[CH3:2].Br[CH2:17][CH3:18].C([O-])([O-])=O.[Cs+].[Cs+]. (3) Given the product [F:17][C:18]1[CH:27]=[C:26]2[C:21]([C:22]([CH2:29][C:30]3[N:34]([CH3:35])[N:33]=[CH:32][N:31]=3)=[N:23][NH:24][C:25]2=[O:28])=[C:20]([NH:36]/[N:37]=[CH:6]/[C:5]2[CH:8]=[CH:9][C:2]([F:1])=[CH:3][CH:4]=2)[CH:19]=1, predict the reactants needed to synthesize it. The reactants are: [F:1][C:2]1[CH:9]=[CH:8][C:5]([CH:6]=O)=[CH:4][CH:3]=1.CCN(CC)CC.[F:17][C:18]1[CH:27]=[C:26]2[C:21]([C:22]([CH2:29][C:30]3[N:34]([CH3:35])[N:33]=[CH:32][N:31]=3)=[N:23][NH:24][C:25]2=[O:28])=[C:20]([NH:36][NH2:37])[CH:19]=1. (4) Given the product [C:19]([O:18][C:16]([N:13]1[CH2:14][CH2:15][CH:10]([N:9]([CH2:24][C:25]2[CH:30]=[CH:29][N:28]=[C:27]([C:31]3[CH:36]=[CH:35][C:34]([F:37])=[C:33]([F:38])[CH:32]=3)[CH:26]=2)[C:6]2[CH:5]=[CH:4][C:3]([O:2][CH3:1])=[CH:8][CH:7]=2)[CH2:11][CH2:12]1)=[O:17])([CH3:22])([CH3:21])[CH3:20], predict the reactants needed to synthesize it. The reactants are: [CH3:1][O:2][C:3]1[CH:8]=[CH:7][C:6]([NH:9][CH:10]2[CH2:15][CH2:14][N:13]([C:16]([O:18][C:19]([CH3:22])([CH3:21])[CH3:20])=[O:17])[CH2:12][CH2:11]2)=[CH:5][CH:4]=1.Cl[CH2:24][C:25]1[CH:30]=[CH:29][N:28]=[C:27]([C:31]2[CH:36]=[CH:35][C:34]([F:37])=[C:33]([F:38])[CH:32]=2)[CH:26]=1. (5) Given the product [ClH:36].[ClH:1].[NH2:8][CH:9]1[CH2:10][CH2:11][N:12]([CH2:15][C:16]2[CH:21]=[CH:20][CH:19]=[CH:18][C:17]=2[C:22]([N:24]2[CH2:38][C:27]3=[C:28]4[N:33]([N:34]=[C:26]3[CH2:25]2)[C:32]([CH3:35])=[C:31]([Cl:36])[C:30]([CH3:37])=[N:29]4)=[O:23])[CH2:13][CH2:14]1, predict the reactants needed to synthesize it. The reactants are: [ClH:1].C(OC(=O)[NH:8][CH:9]1[CH2:14][CH2:13][N:12]([CH2:15][C:16]2[CH:21]=[CH:20][CH:19]=[CH:18][C:17]=2[C:22]([N:24]2[CH2:38][C:27]3=[C:28]4[N:33]([N:34]=[C:26]3[CH2:25]2)[C:32]([CH3:35])=[C:31]([Cl:36])[C:30]([CH3:37])=[N:29]4)=[O:23])[CH2:11][CH2:10]1)(C)(C)C. (6) Given the product [Cl:1][C:2]1[CH:7]=[CH:6][C:5]([S:8]([C:11]2([C:22]3[CH:27]=[C:26]([F:28])[CH:25]=[CH:24][C:23]=3[F:29])[CH2:16][CH2:15][CH:14]([N:17]([CH3:33])[S:18]([CH3:21])(=[O:20])=[O:19])[CH2:13][CH2:12]2)(=[O:10])=[O:9])=[CH:4][CH:3]=1, predict the reactants needed to synthesize it. The reactants are: [Cl:1][C:2]1[CH:7]=[CH:6][C:5]([S:8]([C:11]2([C:22]3[CH:27]=[C:26]([F:28])[CH:25]=[CH:24][C:23]=3[F:29])[CH2:16][CH2:15][CH:14]([NH:17][S:18]([CH3:21])(=[O:20])=[O:19])[CH2:13][CH2:12]2)(=[O:10])=[O:9])=[CH:4][CH:3]=1.[H-].[Na+].O1CCC[CH2:33]1.